Dataset: Reaction yield outcomes from USPTO patents with 853,638 reactions. Task: Predict the reaction yield, written as a fraction of the theoretical maximum amount of product (1.0 means a 100% yield; for example, 0.34 means a 34% yield). (1) The reactants are Br[C:2]1[CH:3]=[CH:4][C:5]2[O:11][CH2:10][CH2:9][N:8]3[CH:12]=[C:13]([C:15]([NH2:17])=[O:16])[N:14]=[C:7]3[C:6]=2[CH:18]=1.[C:19]([C:21]1([OH:29])[CH2:26][CH2:25][CH2:24][N:23]([CH3:27])[C:22]1=[O:28])#[CH:20]. No catalyst specified. The product is [OH:29][C:21]1([C:19]#[C:20][C:2]2[CH:3]=[CH:4][C:5]3[O:11][CH2:10][CH2:9][N:8]4[CH:12]=[C:13]([C:15]([NH2:17])=[O:16])[N:14]=[C:7]4[C:6]=3[CH:18]=2)[CH2:26][CH2:25][CH2:24][N:23]([CH3:27])[C:22]1=[O:28]. The yield is 0.170. (2) The reactants are [C:1]([O:5][C:6](=[O:29])[C@@H:7]([CH:26]([CH3:28])[CH3:27])[NH:8][S:9]([C:12]1[CH:21]=[CH:20][C:19]2[C:14](=[CH:15][CH:16]=[C:17]([O:22][C:23](=[O:25])[CH3:24])[CH:18]=2)[CH:13]=1)(=[O:11])=[O:10])([CH3:4])([CH3:3])[CH3:2].C(=O)([O-])[O-].[K+].[K+].Br[CH2:37][CH2:38][CH:39]([CH3:41])[CH3:40].O. The catalyst is CN(C)C=O. The product is [C:1]([O:5][C:6](=[O:29])[C@@H:7]([CH:26]([CH3:27])[CH3:28])[N:8]([CH2:37][CH2:38][CH:39]([CH3:41])[CH3:40])[S:9]([C:12]1[CH:21]=[CH:20][C:19]2[C:14](=[CH:15][CH:16]=[C:17]([O:22][C:23](=[O:25])[CH3:24])[CH:18]=2)[CH:13]=1)(=[O:11])=[O:10])([CH3:4])([CH3:3])[CH3:2]. The yield is 0.680.